From a dataset of Reaction yield outcomes from USPTO patents with 853,638 reactions. Predict the reaction yield, written as a fraction of the theoretical maximum amount of product (1.0 means a 100% yield; for example, 0.34 means a 34% yield). (1) The reactants are CC([Si](C(C)C)([S:8][C:9]1[CH:10]=[C:11]([CH:23]=[CH:24][CH:25]=1)[O:12][CH2:13][CH2:14][C:15]1[N:20]=[C:19](CN)[CH:18]=[CH:17][CH:16]=1)C(C)C)C.[F-].[CH2:30]([N+:34](CCCC)(CCCC)CCCC)CCC.Br[CH2:48][C:49](=[O:57])[CH2:50][CH2:51][C:52]([O:54][CH2:55][CH3:56])=[O:53]. The catalyst is C1COCC1. The product is [CH3:30][NH:34][C:19]1[N:20]=[C:15]([CH2:14][CH2:13][O:12][C:11]2[CH:10]=[C:9]([S:8][CH2:48][C:49](=[O:57])[CH2:50][CH2:51][C:52]([O:54][CH2:55][CH3:56])=[O:53])[CH:25]=[CH:24][CH:23]=2)[CH:16]=[CH:17][CH:18]=1. The yield is 0.640. (2) The reactants are [N:1]1([C:6]2[CH:11]=[CH:10][C:9]([C:12](=[O:27])[CH2:13][CH:14]([C:19]3[CH:24]=[C:23]([Cl:25])[CH:22]=[C:21]([Cl:26])[CH:20]=3)[C:15]([F:18])([F:17])[F:16])=[CH:8][CH:7]=2)[CH:5]=[N:4][CH:3]=[N:2]1.[CH3:28][Mg]Br. The catalyst is C1COCC1. The product is [N:1]1([C:6]2[CH:7]=[CH:8][C:9]([C:12]([OH:27])([CH2:13][CH:14]([C:19]3[CH:24]=[C:23]([Cl:25])[CH:22]=[C:21]([Cl:26])[CH:20]=3)[C:15]([F:18])([F:16])[F:17])[CH3:28])=[CH:10][CH:11]=2)[CH:5]=[N:4][CH:3]=[N:2]1. The yield is 0.320.